This data is from Reaction yield outcomes from USPTO patents with 853,638 reactions. The task is: Predict the reaction yield, written as a fraction of the theoretical maximum amount of product (1.0 means a 100% yield; for example, 0.34 means a 34% yield). (1) The reactants are C([NH:5][S:6]([C:9]1[CH:10]=[C:11]([C:15]2[CH:20]=[CH:19][CH:18]=[C:17]([C:21]3[N:26]=[C:25]([C:27]4[CH:32]=[CH:31][C:30]([C:33]([F:36])([F:35])[F:34])=[C:29]([O:37][CH2:38][C:39]([F:42])([F:41])[F:40])[CH:28]=4)[CH:24]=[C:23]([C:43]([F:46])([F:45])[F:44])[N:22]=3)[CH:16]=2)[CH:12]=[CH:13][CH:14]=1)(=[O:8])=[O:7])(C)(C)C.C(O)(C(F)(F)F)=O. The catalyst is ClCCl. The product is [F:42][C:39]([F:40])([F:41])[CH2:38][O:37][C:29]1[CH:28]=[C:27]([C:25]2[CH:24]=[C:23]([C:43]([F:45])([F:46])[F:44])[N:22]=[C:21]([C:17]3[CH:16]=[C:15]([C:11]4[CH:12]=[CH:13][CH:14]=[C:9]([S:6]([NH2:5])(=[O:8])=[O:7])[CH:10]=4)[CH:20]=[CH:19][CH:18]=3)[N:26]=2)[CH:32]=[CH:31][C:30]=1[C:33]([F:34])([F:35])[F:36]. The yield is 0.590. (2) The reactants are Cl[C:2]1[N:9]=[C:8]([Cl:10])[C:7]([F:11])=[CH:6][C:3]=1[C:4]#[N:5].[NH2:12][C:13]1[CH:14]=[C:15]([CH:21]=[CH:22][C:23]=1[CH3:24])[C:16]([NH:18][O:19][CH3:20])=[O:17].C(N(CC)CC)C. The catalyst is C(#N)C. The product is [C:4]([C:3]1[C:2]([NH:12][C:13]2[CH:14]=[C:15]([CH:21]=[CH:22][C:23]=2[CH3:24])[C:16]([NH:18][O:19][CH3:20])=[O:17])=[N:9][C:8]([Cl:10])=[C:7]([F:11])[CH:6]=1)#[N:5]. The yield is 0.210.